This data is from Forward reaction prediction with 1.9M reactions from USPTO patents (1976-2016). The task is: Predict the product of the given reaction. (1) Given the reactants C(CCN[C:6](=[O:32])[C@@H:7]([NH:12][C:13]([N:15]1[C:19]2[CH2:20][CH2:21][O:22][CH2:23][C:18]=2[C:17]([C:24]2[CH:29]=[CH:28][C:27]([F:30])=[C:26]([F:31])[CH:25]=2)=[N:16]1)=[O:14])[C:8]([CH3:11])([CH3:10])[CH3:9])#N.[NH2:33][C:34]1[CH:38]=[C:37]([CH3:39])[NH:36][N:35]=1, predict the reaction product. The product is: [F:31][C:26]1[CH:25]=[C:24]([C:17]2[C:18]3[CH2:23][O:22][CH2:21][CH2:20][C:19]=3[N:15]([C:13]([NH:12][C@@H:7]([C:8]([CH3:9])([CH3:10])[CH3:11])[C:6]([NH:33][C:34]3[CH:38]=[C:37]([CH3:39])[NH:36][N:35]=3)=[O:32])=[O:14])[N:16]=2)[CH:29]=[CH:28][C:27]=1[F:30]. (2) Given the reactants C(N1N=[N:6][C:5]([CH2:8][CH2:9][NH:10][C:11]([NH:13][C:14]2[S:15][C:16]([C:20]3[CH:25]=[C:24]([CH3:26])[N:23]=[C:22]([S:27]([CH3:29])=[O:28])[N:21]=3)=[C:17]([CH3:19])[N:18]=2)=[O:12])=N1)C.C[N:31]([CH3:58])[C:32]1[N:37]=[C:36]([C:38]2[S:42][C:41]([NH:43][C:44]([NH:46][CH2:47][CH2:48][C:49]3[N:50]=NN(CC)N=3)=[O:45])=[N:40][C:39]=2[CH3:56])[CH:35]=[C:34](C)[N:33]=1.[CH3:59][N:60]([CH3:91])[CH2:61][CH2:62][N:63]([CH3:90])[C:64]1[N:69]=[C:68]([C:70]2[S:74][C:73]([NH:75][C:76]([NH:78][CH2:79][CH2:80][C:81]3[N:82]=NN(CC)N=3)=[O:77])=[N:72][C:71]=2[CH3:88])[CH:67]=[C:66](C)[N:65]=1.[CH3:92][N:93]([CH3:116])[C:94](=[O:115])[CH2:95][NH:96][C:97]([NH:99][C:100]1[S:101][C:102]([C:106]2[C:111](S)=[C:110]([CH3:113])[N:109]=[C:108](C)[N:107]=2)=[C:103]([CH3:105])[N:104]=1)=[O:98], predict the reaction product. The product is: [CH3:59][N:60]([CH3:91])[CH2:61][CH2:62][N:63]([CH3:64])[C:108]1[N:107]=[C:106]([C:102]2[S:101][C:100]([NH:99][C:97](=[O:98])[NH:96][CH2:95][C:94]([N:93]([CH3:116])[CH3:92])=[O:115])=[N:104][C:103]=2[CH3:105])[CH:111]=[C:110]([CH3:113])[N:109]=1.[CH3:91][N:60]([CH3:59])[CH2:61][CH2:62][N:63]([CH3:90])[C:64]1[N:69]=[C:68]([C:70]2[S:74][C:73]([NH:75][C:76]([NH:78][CH2:79][CH2:80][C:81]3[O:45][C:16]([CH2:20][CH3:25])=[CH:17][N:82]=3)=[O:77])=[N:72][C:71]=2[CH3:88])[CH:67]=[CH:66][N:65]=1.[CH2:68]([C:67]1[O:98][C:49]([CH2:48][CH2:47][NH:46][C:44]([NH:43][C:41]2[S:42][C:38]([C:36]3[CH:35]=[CH:34][N:33]=[C:32]([NH:31][CH2:58][CH2:26][CH2:24][N:23]4[CH:25]=[CH:20][N:21]=[CH:22]4)[N:37]=3)=[C:39]([CH3:56])[N:40]=2)=[O:45])=[N:50][CH:66]=1)[CH3:70].[CH2:61]([N:60]1[CH:91]=[C:5]([CH2:8][CH2:9][NH:10][C:11]([NH:13][C:14]2[S:15][C:16]([C:20]3[CH:25]=[CH:24][N:23]=[C:22]([S:27]([CH3:29])=[O:28])[N:21]=3)=[C:17]([CH3:19])[N:18]=2)=[O:12])[N:6]=[CH:59]1)[CH3:62]. (3) Given the reactants [C:1]([O:5][C:6]([N:8]1[CH2:16][CH2:15][CH:11]([C:12](O)=[O:13])[CH2:10][CH2:9]1)=[O:7])([CH3:4])([CH3:3])[CH3:2].C[CH2:18][N:19](CC)CC.C(OC(Cl)=O)C(C)C.CN, predict the reaction product. The product is: [C:1]([O:5][C:6]([N:8]1[CH2:16][CH2:15][CH:11]([C:12](=[O:13])[NH:19][CH3:18])[CH2:10][CH2:9]1)=[O:7])([CH3:4])([CH3:3])[CH3:2]. (4) The product is: [C:27]([C:31]1[N:32]=[C:33]([N:40]2[CH2:44][CH2:43][C@H:42]([OH:45])[CH2:41]2)[C:34]2[C:35](=[N:37][N:38]([CH2:53][C:54]3[CH:59]=[CH:58][CH:57]=[CH:56][C:55]=3[C:60]([F:61])([F:62])[F:63])[N:39]=2)[N:36]=1)([CH3:29])([CH3:30])[CH3:28]. Given the reactants C(C1N=C(N2CC[C@H](O)C2)C2C(=NN(CC3C(C)=NON=3)N=2)N=1)(C)(C)C.[C:27]([C:31]1[N:32]=[C:33]([N:40]2[CH2:44][CH2:43][C@H:42]([O:45]C(=O)C(F)(F)F)[CH2:41]2)[C:34]2[N:39]=[N:38][NH:37][C:35]=2[N:36]=1)([CH3:30])([CH3:29])[CH3:28].Br[CH2:53][C:54]1[CH:59]=[CH:58][CH:57]=[CH:56][C:55]=1[C:60]([F:63])([F:62])[F:61], predict the reaction product.